This data is from Full USPTO retrosynthesis dataset with 1.9M reactions from patents (1976-2016). The task is: Predict the reactants needed to synthesize the given product. Given the product [Cl:1][C:2]1[CH:3]=[C:4]([C:12]2[O:16][N:15]=[C:14]([C:17]3[C:18]([CH3:27])=[C:19]4[C:24](=[CH:25][CH:26]=3)[CH2:23][N:22]([C:70](=[O:35])[CH2:69][NH:68][C:61](=[O:62])[O:63][C:64]([CH3:67])([CH3:66])[CH3:65])[CH2:21][CH2:20]4)[N:13]=2)[CH:5]=[N:6][C:7]=1[O:8][CH:9]([CH3:10])[CH3:11], predict the reactants needed to synthesize it. The reactants are: [Cl:1][C:2]1[CH:3]=[C:4]([C:12]2[O:16][N:15]=[C:14]([C:17]3[C:18]([CH3:27])=[C:19]4[C:24](=[CH:25][CH:26]=3)[CH2:23][NH:22][CH2:21][CH2:20]4)[N:13]=2)[CH:5]=[N:6][C:7]=1[O:8][CH:9]([CH3:11])[CH3:10].CN(C([O:35]N1N=NC2C=CC=NC1=2)=[N+](C)C)C.F[P-](F)(F)(F)(F)F.CCN(C(C)C)C(C)C.[C:61]([NH:68][C:69](=O)[CH2:70]N)([O:63][C:64]([CH3:67])([CH3:66])[CH3:65])=[O:62].